Predict the product of the given reaction. From a dataset of Forward reaction prediction with 1.9M reactions from USPTO patents (1976-2016). (1) Given the reactants [NH:1]1[CH2:5][CH2:4][CH2:3][CH2:2]1.C(N(CC)CC)C.Cl[C:14](=[O:20])[C:15]([O:17]CC)=O.[CH3:21][C:22]([CH3:24])=[O:23].CC(C)([O-])C.[K+].C(O)(=O)C, predict the reaction product. The product is: [N:1]1([C:15](=[O:17])[C:14](=[O:20])[CH2:21][C:22](=[O:23])[CH3:24])[CH2:5][CH2:4][CH2:3][CH2:2]1. (2) The product is: [OH:12][C:10]1[C:9]([C:13](=[O:14])[CH3:15])=[N:8][N:7]([C:2]2[CH:3]=[CH:4][CH:5]=[CH:6][N:1]=2)[CH:11]=1. Given the reactants [N:1]1[CH:6]=[CH:5][CH:4]=[CH:3][C:2]=1[NH:7][N:8]=[CH:9][C:10](=[O:12])[CH3:11].[CH:13]([CH:15]=O)=[O:14], predict the reaction product. (3) The product is: [CH2:4]([O:11][C:12]1[CH:13]=[C:14]([C:18]2[CH2:21][C:22]([CH2:27][C:28]([OH:30])=[O:29])([C:23]([OH:25])=[O:24])[O:20][N:19]=2)[CH:15]=[CH:16][CH:17]=1)[C:5]1[CH:6]=[CH:7][CH:8]=[CH:9][CH:10]=1. Given the reactants Cl[O-].[Na+].[CH2:4]([O:11][C:12]1[CH:13]=[C:14](/[CH:18]=[N:19]/[OH:20])[CH:15]=[CH:16][CH:17]=1)[C:5]1[CH:10]=[CH:9][CH:8]=[CH:7][CH:6]=1.[CH2:21]=[C:22]([CH2:27][C:28]([O:30]C)=[O:29])[C:23]([O:25]C)=[O:24].[OH-].[Na+], predict the reaction product. (4) The product is: [C:1]12([C@@H:11]([NH:15][CH3:16])[C:12]([NH:65][C@H:64]([C:63]([N:62]([CH3:71])[C@@H:58]([CH:59]([CH3:61])[CH3:60])/[CH:57]=[C:51](\[CH3:50])/[C:52]([O:54][CH2:55][CH3:56])=[O:53])=[O:70])[C:66]([CH3:69])([CH3:68])[CH3:67])=[O:14])[CH2:10][CH:5]3[CH2:4][CH:3]([CH2:9][CH:7]([CH2:6]3)[CH2:8]1)[CH2:2]2. Given the reactants [C:1]12([CH:11]([NH:15][CH3:16])[C:12]([OH:14])=O)[CH2:10][CH:5]3[CH2:6][CH:7]([CH2:9][CH:3]([CH2:4]3)[CH2:2]1)[CH2:8]2.C1CN([P+](ON2N=NC3C=CC=CC2=3)(N2CCCC2)N2CCCC2)CC1.F[P-](F)(F)(F)(F)F.[CH3:50]/[C:51](=[CH:57]\[C@@H:58]([N:62]([CH3:71])[C:63](=[O:70])[C@H:64]([C:66]([CH3:69])([CH3:68])[CH3:67])[NH2:65])[CH:59]([CH3:61])[CH3:60])/[C:52]([O:54][CH2:55][CH3:56])=[O:53].C(N(C(C)C)CC)(C)C, predict the reaction product. (5) Given the reactants S(=O)(=O)(O)O.[NH2:6][C@@H:7]([CH:11]1[CH2:13][CH2:12]1)[C:8]([OH:10])=[O:9].[CH2:14](O)[CH3:15], predict the reaction product. The product is: [NH2:6][C@@H:7]([CH:11]1[CH2:13][CH2:12]1)[C:8]([O:10][CH2:14][CH3:15])=[O:9].